Dataset: Catalyst prediction with 721,799 reactions and 888 catalyst types from USPTO. Task: Predict which catalyst facilitates the given reaction. (1) Reactant: C(OC([N:8]1[C:16]2[C:11](=[CH:12][CH:13]=[CH:14][CH:15]=2)[C@H:10]([CH2:17][C:18]([OH:20])=[O:19])[CH2:9]1)=O)(C)(C)C.Cl.[CH3:22]O. Product: [NH:8]1[C:16]2[C:11](=[CH:12][CH:13]=[CH:14][CH:15]=2)[C@H:10]([CH2:17][C:18]([O:20][CH3:22])=[O:19])[CH2:9]1. The catalyst class is: 27. (2) Reactant: [C:1]([NH:4][C:5]1[N:10]=[CH:9][C:8]([S:11](Cl)(=[O:13])=[O:12])=[C:7]([F:15])[CH:6]=1)(=[O:3])[CH3:2].[NH2:16][C:17]1[CH:18]=[CH:19][C:20]2[CH2:24][O:23][B:22]([OH:25])[C:21]=2[CH:26]=1.C(=O)([O-])[O-].[K+].[K+].Cl. Product: [F:15][C:7]1[C:8]([S:11](=[O:13])(=[O:12])[NH:16][C:17]2[CH:18]=[CH:19][C:20]3[CH2:24][O:23][B:22]([OH:25])[C:21]=3[CH:26]=2)=[CH:9][N:10]=[C:5]([NH:4][C:1](=[O:3])[CH3:2])[CH:6]=1. The catalyst class is: 23. (3) The catalyst class is: 22. Reactant: [CH:1]1([N:7]2[C:11](=[O:12])[CH:10]=[C:9]([CH3:13])[N:8]2[CH3:14])[CH2:6][CH2:5][CH2:4][CH2:3][CH2:2]1.[Cl:15]N1C(=O)CCC1=O. Product: [Cl:15][C:10]1[C:11](=[O:12])[N:7]([CH:1]2[CH2:2][CH2:3][CH2:4][CH2:5][CH2:6]2)[N:8]([CH3:14])[C:9]=1[CH3:13]. (4) Reactant: [CH2:1]([O:3][C:4](=[O:17])[C:5](=O)[CH2:6][C:7]([C:9]1[CH:14]=[CH:13][CH:12]=[C:11]([Cl:15])[CH:10]=1)=[O:8])[CH3:2].Cl.[NH2:19]O.O. Product: [Cl:15][C:11]1[CH:10]=[C:9]([C:7]2[O:8][N:19]=[C:5]([C:4]([O:3][CH2:1][CH3:2])=[O:17])[CH:6]=2)[CH:14]=[CH:13][CH:12]=1. The catalyst class is: 8. (5) Reactant: [Cl:1][C:2]1[CH:7]=[C:6]2[NH:8][C:9](=[O:31])[C:10]3([CH:15]([C:16]4[CH:21]=[C:20]([C:22](F)=[O:23])[CH:19]=[C:18]([Cl:25])[CH:17]=4)[CH2:14][C:13](=[O:26])[NH:12][CH:11]3[C:27](=[CH2:30])[CH2:28][CH3:29])[C:5]2=[CH:4][CH:3]=1.[CH3:32][S:33]([N:36]1[CH2:41][CH2:40][NH:39][CH2:38][CH2:37]1)(=[O:35])=[O:34].CN1CCOCC1. Product: [Cl:1][C:2]1[CH:7]=[C:6]2[NH:8][C:9](=[O:31])[C:10]3([CH:15]([C:16]4[CH:21]=[C:20]([C:22]([N:39]5[CH2:40][CH2:41][N:36]([S:33]([CH3:32])(=[O:35])=[O:34])[CH2:37][CH2:38]5)=[O:23])[CH:19]=[C:18]([Cl:25])[CH:17]=4)[CH2:14][C:13](=[O:26])[NH:12][CH:11]3[C:27](=[CH2:30])[CH2:28][CH3:29])[C:5]2=[CH:4][CH:3]=1. The catalyst class is: 367. (6) Reactant: [N+:1]([C:4]1[CH:5]=[C:6]([C:10]2[CH:15]=[CH:14][CH:13]=[C:12]([C:16]([O:18][CH3:19])=[O:17])[CH:11]=2)[CH:7]=[CH:8][CH:9]=1)([O-])=O.C(O)(=O)C. Product: [NH2:1][C:4]1[CH:5]=[C:6]([C:10]2[CH:15]=[CH:14][CH:13]=[C:12]([C:16]([O:18][CH3:19])=[O:17])[CH:11]=2)[CH:7]=[CH:8][CH:9]=1. The catalyst class is: 190. (7) Reactant: [CH2:1]([O:4][C@@H:5]1[C@@H:13]([CH2:14][OH:15])[O:12][C@H:11]2[C@H:7]([N:8]=[C:9]([N:16]([CH3:18])[CH3:17])[S:10]2)[C@H:6]1[O:19][CH2:20][CH:21]=[CH2:22])[CH:2]=[CH2:3].C[Si]([N-][Si](C)(C)C)(C)C.[K+].Cl[CH2:34][C:35]1[CH:40]=[CH:39][CH:38]=[CH:37][CH:36]=1. Product: [CH2:1]([O:4][C@@H:5]1[C@@H:13]([CH2:14][O:15][CH2:34][C:35]2[CH:40]=[CH:39][CH:38]=[CH:37][CH:36]=2)[O:12][C@H:11]2[C@H:7]([N:8]=[C:9]([N:16]([CH3:18])[CH3:17])[S:10]2)[C@H:6]1[O:19][CH2:20][CH:21]=[CH2:22])[CH:2]=[CH2:3]. The catalyst class is: 3.